This data is from Forward reaction prediction with 1.9M reactions from USPTO patents (1976-2016). The task is: Predict the product of the given reaction. (1) Given the reactants [NH2:1][C:2]1[C:7](Br)=[CH:6][C:5]([CH2:9][CH2:10][C:11]([O:13][CH3:14])=[O:12])=[C:4]([CH3:15])[CH:3]=1.[CH3:16][N:17]1[C:25]2[C:20](=[CH:21][C:22](B(O)O)=[CH:23][CH:24]=2)[CH:19]=[N:18]1.C(=O)([O-])[O-].[Cs+].[Cs+].C(Cl)Cl, predict the reaction product. The product is: [NH2:1][C:2]1[C:7]([C:22]2[CH:21]=[C:20]3[C:25](=[CH:24][CH:23]=2)[N:17]([CH3:16])[N:18]=[CH:19]3)=[CH:6][C:5]([CH2:9][CH2:10][C:11]([O:13][CH3:14])=[O:12])=[C:4]([CH3:15])[CH:3]=1. (2) Given the reactants [N:1]1([CH2:6][CH2:7][O:8][C:9]2[CH:14]=[CH:13][C:12]([NH:15][C:16]([CH:18]3[CH2:23][CH2:22][CH2:21][CH2:20][CH2:19]3)=[O:17])=[CH:11][CH:10]=2)[CH2:5][CH2:4][CH2:3][CH2:2]1.[H-].[Na+].[F:26][C:27]1[CH:28]=[C:29]([CH:32]=[CH:33][CH:34]=1)[CH2:30]Br.O, predict the reaction product. The product is: [F:26][C:27]1[CH:28]=[C:29]([CH:32]=[CH:33][CH:34]=1)[CH2:30][N:15]([C:12]1[CH:13]=[CH:14][C:9]([O:8][CH2:7][CH2:6][N:1]2[CH2:2][CH2:3][CH2:4][CH2:5]2)=[CH:10][CH:11]=1)[C:16]([CH:18]1[CH2:23][CH2:22][CH2:21][CH2:20][CH2:19]1)=[O:17]. (3) Given the reactants Cl[C:2]1[N:7]=[CH:6][C:5]([O:8][CH:9]2[CH2:14][CH2:13][N:12]([C:15]([O:17][C:18]([CH3:21])([CH3:20])[CH3:19])=[O:16])[CH2:11][CH2:10]2)=[CH:4][CH:3]=1.[CH3:22][C:23]1[C:31]2[C:26](=[CH:27][CH:28]=[C:29]([S:32]([CH3:35])(=[O:34])=[O:33])[CH:30]=2)[NH:25][CH:24]=1, predict the reaction product. The product is: [C:18]([O:17][C:15]([N:12]1[CH2:13][CH2:14][CH:9]([O:8][C:5]2[CH:6]=[N:7][C:2]([N:25]3[C:26]4[C:31](=[CH:30][C:29]([S:32]([CH3:35])(=[O:34])=[O:33])=[CH:28][CH:27]=4)[C:23]([CH3:22])=[CH:24]3)=[CH:3][CH:4]=2)[CH2:10][CH2:11]1)=[O:16])([CH3:21])([CH3:20])[CH3:19]. (4) Given the reactants [Br:1][C:2]1[C:7]([O:8][CH3:9])=[CH:6][N:5]=[C:4]([CH3:10])[CH:3]=1.C1C(=O)N([Br:18])C(=O)C1.CC(N=NC(C#N)(C)C)(C#N)C.C(OOC(=O)C1C=CC=CC=1)(=O)C1C=CC=CC=1, predict the reaction product. The product is: [Br:1][C:2]1[C:7]([O:8][CH3:9])=[CH:6][N:5]=[C:4]([CH2:10][Br:18])[CH:3]=1. (5) Given the reactants [F:1][C:2]1[CH:3]=[C:4]([CH2:12][C:13]([NH:15][C:16]2[C:25]([CH3:26])=[CH:24][CH:23]=[C:22]3[C:17]=2[CH:18]=[CH:19][N:20]([C@H:28]([CH3:31])[CH2:29]O)[C:21]3=[O:27])=[O:14])[CH:5]=[CH:6][C:7]=1[C:8]([F:11])([F:10])[F:9].C(Cl)Cl.C1(C)C=CC=CC=1.C1C=CC(OP(OC2C=CC=CC=2)([N:51]=[N+:52]=[N-:53])=O)=CC=1.N12CCCN=C1CCCCC2, predict the reaction product. The product is: [N:51]([CH2:29][C@H:28]([N:20]1[CH:19]=[CH:18][C:17]2[C:22](=[CH:23][CH:24]=[C:25]([CH3:26])[C:16]=2[NH:15][C:13](=[O:14])[CH2:12][C:4]2[CH:5]=[CH:6][C:7]([C:8]([F:11])([F:9])[F:10])=[C:2]([F:1])[CH:3]=2)[C:21]1=[O:27])[CH3:31])=[N+:52]=[N-:53]. (6) Given the reactants C[O:2][C:3](=[O:17])[C:4]1[CH:9]=[CH:8][C:7]([C:10](=O)[CH:11]=[CH:12]N(C)C)=[CH:6][CH:5]=1.Cl.[NH2:19][C:20]([NH2:22])=N.[OH-:23].[Na+], predict the reaction product. The product is: [OH:23][C:20]1[N:22]=[C:10]([C:7]2[CH:8]=[CH:9][C:4]([C:3]([OH:17])=[O:2])=[CH:5][CH:6]=2)[CH:11]=[CH:12][N:19]=1.